Dataset: M1 muscarinic receptor agonist screen with 61,833 compounds. Task: Binary Classification. Given a drug SMILES string, predict its activity (active/inactive) in a high-throughput screening assay against a specified biological target. (1) The molecule is s1c(C(=O)N2CCC(CC2)C(=O)NC2C(CCCC2)C)c(n2cccc2)cc1. The result is 0 (inactive). (2) The molecule is Fc1cc2c3ncnc(NCCCOC(C)C)c3[nH]c2cc1. The result is 1 (active). (3) The molecule is S(Cc1c(nc(nc1)C)N)c1n(nnn1)c1ccccc1. The result is 0 (inactive).